Dataset: Reaction yield outcomes from USPTO patents with 853,638 reactions. Task: Predict the reaction yield, written as a fraction of the theoretical maximum amount of product (1.0 means a 100% yield; for example, 0.34 means a 34% yield). (1) The reactants are [Br:1][C:2]1[C:3]([N:18]2[CH2:22][CH2:21][C@@H:20]([NH:23]C(=O)OC(C)(C)C)[CH2:19]2)=[C:4]2[C:10]([NH:11][C:12](=[O:17])[C@@H:13]([O:15][CH3:16])[CH3:14])=[CH:9][NH:8][C:5]2=[N:6][CH:7]=1.C(O)(C(F)(F)F)=O.C(Cl)[Cl:39]. No catalyst specified. The product is [ClH:39].[NH2:23][C@@H:20]1[CH2:21][CH2:22][N:18]([C:3]2[C:2]([Br:1])=[CH:7][N:6]=[C:5]3[NH:8][CH:9]=[C:10]([NH:11][C:12](=[O:17])[C@@H:13]([O:15][CH3:16])[CH3:14])[C:4]=23)[CH2:19]1. The yield is 0.900. (2) The reactants are Br[C:2]1[CH:3]=[N:4][C:5]2[N:6]([N:8]=[C:9]([C:21]3[CH:26]=[CH:25][CH:24]=[CH:23][CH:22]=3)[C:10]=2[CH2:11][N:12]2[CH2:16][CH:15]([CH2:17][CH2:18][CH3:19])[CH2:14][C:13]2=[O:20])[CH:7]=1.[O-:27]P([O-])([O-])=O.[K+].[K+].[K+]. The catalyst is O.[Pd]. The product is [OH:27][C:2]1[CH:3]=[N:4][C:5]2[N:6]([N:8]=[C:9]([C:21]3[CH:26]=[CH:25][CH:24]=[CH:23][CH:22]=3)[C:10]=2[CH2:11][N:12]2[CH2:16][CH:15]([CH2:17][CH2:18][CH3:19])[CH2:14][C:13]2=[O:20])[CH:7]=1. The yield is 0.220. (3) The reactants are [C:1]1([CH3:7])C=CC=CC=1.O.[Cl:9][C:10]1[CH:15]=[CH:14][C:13]([C:16]([C:18]2[CH:23]=[CH:22][C:21]([N+:24]([O-:26])=[O:25])=[CH:20][CH:19]=2)=[O:17])=[CH:12][CH:11]=1.C1(C)C=CC(S(O)(=O)=[O:34])=CC=1. The catalyst is C(O)CO. The product is [Cl:9][C:10]1[CH:11]=[CH:12][C:13]([C:16]2([C:18]3[CH:23]=[CH:22][C:21]([N+:24]([O-:26])=[O:25])=[CH:20][CH:19]=3)[O:34][CH2:1][CH2:7][O:17]2)=[CH:14][CH:15]=1. The yield is 0.910.